This data is from Forward reaction prediction with 1.9M reactions from USPTO patents (1976-2016). The task is: Predict the product of the given reaction. Given the reactants [Br:1][C:2]1[CH:3]=[CH:4][C:5](F)=[C:6]([C:8](=[O:13])[C:9]([F:12])([F:11])[F:10])[CH:7]=1.[N-:15]=[N+]=[N-].[Na+].Cl[Sn]Cl.O.[O-]S([O-])(=O)=O.[Na+].[Na+], predict the reaction product. The product is: [NH2:15][C:5]1[CH:4]=[CH:3][C:2]([Br:1])=[CH:7][C:6]=1[C:8](=[O:13])[C:9]([F:12])([F:11])[F:10].